From a dataset of Forward reaction prediction with 1.9M reactions from USPTO patents (1976-2016). Predict the product of the given reaction. (1) Given the reactants [S:1](=[O:37])(=[O:36])([O:3][C:4]1[CH:9]=[CH:8][C:7]([C:10]2[N:11]=[CH:12][N:13]([C:15](=[O:35])[N:16]([CH:18]3[CH2:23][CH2:22][N:21]([CH2:24][C:25]4[CH:30]=[C:29]([O:31][CH3:32])[CH:28]=[C:27]([O:33][CH3:34])[CH:26]=4)[CH2:20][CH2:19]3)[CH3:17])[CH:14]=2)=[CH:6][CH:5]=1)[NH2:2].[CH3:38][S:39]([OH:42])(=[O:41])=[O:40], predict the reaction product. The product is: [CH3:38][S:39]([OH:42])(=[O:41])=[O:40].[S:1](=[O:36])(=[O:37])([O:3][C:4]1[CH:9]=[CH:8][C:7]([C:10]2[N:11]=[CH:12][N:13]([C:15](=[O:35])[N:16]([CH:18]3[CH2:19][CH2:20][N:21]([CH2:24][C:25]4[CH:26]=[C:27]([O:33][CH3:34])[CH:28]=[C:29]([O:31][CH3:32])[CH:30]=4)[CH2:22][CH2:23]3)[CH3:17])[CH:14]=2)=[CH:6][CH:5]=1)[NH2:2]. (2) Given the reactants [Cl:1][C:2]1[CH:3]=[C:4]([CH2:8][CH2:9][N:10]([CH2:18][CH2:19][CH2:20][S:21]([CH2:24][CH2:25][NH:26][CH2:27][C@H:28]([OH:40])[C:29]2[C:37]3[S:36][C:35](=[O:38])[NH:34][C:33]=3[C:32]([OH:39])=[CH:31][CH:30]=2)(=[O:23])=[O:22])C(=O)OC(C)(C)C)[CH:5]=[CH:6][CH:7]=1.[ClH:41], predict the reaction product. The product is: [ClH:1].[ClH:41].[Cl:1][C:2]1[CH:3]=[C:4]([CH2:8][CH2:9][NH:10][CH2:18][CH2:19][CH2:20][S:21]([CH2:24][CH2:25][NH:26][CH2:27][C@@H:28]([C:29]2[C:37]3[S:36][C:35](=[O:38])[NH:34][C:33]=3[C:32]([OH:39])=[CH:31][CH:30]=2)[OH:40])(=[O:23])=[O:22])[CH:5]=[CH:6][CH:7]=1. (3) Given the reactants [F:1][C:2]1[CH:7]=[C:6]([CH:8]=[O:9])[CH:5]=[CH:4][C:3]=1B(O)O.[C:13]([C:15]1[CH:20]=[CH:19][CH:18]=[CH:17][C:16]=1B(O)O)#[N:14].C(=O)([O-])[O-].[Na+].[Na+].C1(C)C=CC=CC=1, predict the reaction product. The product is: [F:1][C:2]1[CH:7]=[C:6]([CH2:8][OH:9])[CH:5]=[CH:4][C:3]=1[C:16]1[C:15]([C:13]#[N:14])=[CH:20][CH:19]=[CH:18][CH:17]=1. (4) Given the reactants [I-].[CH3:2][S+](C)C.[H-].[Na+].[C:8]([C:11]1[CH:18]=[CH:17][C:14]([C:15]#[N:16])=[CH:13][CH:12]=1)(=[O:10])[CH3:9], predict the reaction product. The product is: [CH3:9][C:8]1([C:11]2[CH:18]=[CH:17][C:14]([C:15]#[N:16])=[CH:13][CH:12]=2)[CH2:2][O:10]1. (5) Given the reactants CC([N:5]([CH:9]1[C:18]2[C:13](=[CH:14][CH:15]=[C:16]([N:19]3[CH:23]=[C:22]([CH3:24])[N:21]=[CH:20]3)[CH:17]=2)[N:12]([C:25](=[O:27])[CH3:26])[CH:11]([CH3:28])[CH2:10]1)C(=O)[O-])(C)C.[ClH:29], predict the reaction product. The product is: [ClH:29].[ClH:29].[C:25]([N:12]1[C:13]2[C:18](=[CH:17][C:16]([N:19]3[CH:23]=[C:22]([CH3:24])[N:21]=[CH:20]3)=[CH:15][CH:14]=2)[C@H:9]([NH2:5])[CH2:10][C@@H:11]1[CH3:28])(=[O:27])[CH3:26]. (6) Given the reactants Cl[C:2]1[C:7]([CH2:8][N:9]([CH3:20])[C@@H:10]2[C:19]3[C:14](=[CH:15][CH:16]=[CH:17][CH:18]=3)[CH2:13][CH2:12][CH2:11]2)=[C:6]([CH3:21])[N:5]=[C:4]([C:22]2[C:27]([CH2:28][CH3:29])=[CH:26][CH:25]=[CH:24][C:23]=2[CH2:30][CH3:31])[N:3]=1.[C:32]1([OH:38])[CH:37]=[CH:36][CH:35]=[CH:34][CH:33]=1.CC([O-])(C)C.[K+].C([O-])(O)=O.[Na+], predict the reaction product. The product is: [CH2:30]([C:23]1[CH:24]=[CH:25][CH:26]=[C:27]([CH2:28][CH3:29])[C:22]=1[C:4]1[N:5]=[C:6]([CH3:21])[C:7]([CH2:8][N:9]([CH3:20])[C@@H:10]2[C:19]3[C:14](=[CH:15][CH:16]=[CH:17][CH:18]=3)[CH2:13][CH2:12][CH2:11]2)=[C:2]([O:38][C:32]2[CH:37]=[CH:36][CH:35]=[CH:34][CH:33]=2)[N:3]=1)[CH3:31].